From a dataset of NCI-60 drug combinations with 297,098 pairs across 59 cell lines. Regression. Given two drug SMILES strings and cell line genomic features, predict the synergy score measuring deviation from expected non-interaction effect. (1) Drug 1: C1=CC(=C2C(=C1NCCNCCO)C(=O)C3=C(C=CC(=C3C2=O)O)O)NCCNCCO. Drug 2: C1=CC(=CC=C1C#N)C(C2=CC=C(C=C2)C#N)N3C=NC=N3. Cell line: SF-268. Synergy scores: CSS=38.5, Synergy_ZIP=2.48, Synergy_Bliss=3.08, Synergy_Loewe=-26.0, Synergy_HSA=2.20. (2) Drug 1: C1=CC=C(C(=C1)C(C2=CC=C(C=C2)Cl)C(Cl)Cl)Cl. Drug 2: CC1=C(C(=O)C2=C(C1=O)N3CC4C(C3(C2COC(=O)N)OC)N4)N. Cell line: HOP-62. Synergy scores: CSS=47.7, Synergy_ZIP=-0.335, Synergy_Bliss=-0.751, Synergy_Loewe=-38.8, Synergy_HSA=2.35.